From a dataset of HIV replication inhibition screening data with 41,000+ compounds from the AIDS Antiviral Screen. Binary Classification. Given a drug SMILES string, predict its activity (active/inactive) in a high-throughput screening assay against a specified biological target. (1) The drug is CCCCCCCn1ccnc1NCCCCCCCCCCNc1nccn1CCCCCCC. The result is 0 (inactive). (2) The molecule is O=C1C(C=Cc2ccc(Cl)cc2)=NNC2N1N=C1NC(=O)C3(NN12)c1ccccc1-c1ccccc13. The result is 0 (inactive).